From a dataset of Forward reaction prediction with 1.9M reactions from USPTO patents (1976-2016). Predict the product of the given reaction. (1) Given the reactants [C:1]([C:3]1[CH:4]=[N:5][N:6]([CH:20]([CH3:22])[CH3:21])[C:7]=1[NH:8][C:9](=O)[C:10]1[CH:15]=[CH:14][C:13]([N+:16]([O-:18])=[O:17])=[CH:12][CH:11]=1)#[N:2].C([OH:25])C.OO.Cl, predict the reaction product. The product is: [CH:20]([N:6]1[C:7]2=[N:8][C:9]([C:10]3[CH:15]=[CH:14][C:13]([N+:16]([O-:18])=[O:17])=[CH:12][CH:11]=3)=[N:2][C:1]([OH:25])=[C:3]2[CH:4]=[N:5]1)([CH3:22])[CH3:21]. (2) Given the reactants [Si]([O:8][C@H:9]([C@H:44]1[CH2:48][C@@H:47]([O:49][CH2:50][CH2:51][CH3:52])[CH2:46][N:45]1C(OC(C)(C)C)=O)[C@@H:10]([NH:20][C:21](=[O:43])[C:22]1[CH:27]=[C:26](C2OC=CN=2)[CH:25]=[C:24]([C:33]([N:35]2[CH2:39][CH2:38][CH2:37][C@@H:36]2[CH2:40]OC)=[O:34])[CH:23]=1)[CH2:11][C:12]1[CH:17]=[C:16]([F:18])[CH:15]=[C:14]([F:19])[CH:13]=1)(C(C)(C)C)(C)C.[Si](O[C@H]([C@H]1C[C@@H](OCCC)CN1C(OC(C)(C)C)=O)[C@@H](NC(=O)C1C=CC=C(C(=O)N)C=1)CC1C=C(F)C=C(F)C=1)([C:63](C)([CH3:65])[CH3:64])(C)C.C(OC(N1C[C@H](OCCC)C[C@@H]1[C@@H](O[Si](C(C)(C)C)(C)C)[C@@H](NC(C1C=C(C=CC=1)C(O)=O)=O)CC1C=C(F)C=C(F)C=1)=O)(C)(C)C.CCN(C(C)C)C(C)C.CN(C(ON1N=NC2C=CC=NC1=2)=[N+](C)C)C.F[P-](F)(F)(F)(F)F.C1(C(N)C)C=CC=CC=1, predict the reaction product. The product is: [F:19][C:14]1[CH:13]=[C:12]([CH2:11][C@H:10]([NH:20][C:21](=[O:43])[C:22]2[CH:27]=[CH:26][CH:25]=[C:24]([C:33]([NH:35][CH:36]([C:37]3[CH:65]=[CH:63][CH:64]=[CH:39][CH:38]=3)[CH3:40])=[O:34])[CH:23]=2)[C@H:9]([OH:8])[C@H:44]2[CH2:48][C@@H:47]([O:49][CH2:50][CH2:51][CH3:52])[CH2:46][NH:45]2)[CH:17]=[C:16]([F:18])[CH:15]=1. (3) Given the reactants Cl[C:2]1[CH:7]=[C:6]([C:8]2[CH:13]=[CH:12][C:11]([S:14][C:15]3[CH:20]=[CH:19][CH:18]=[CH:17][C:16]=3[O:21][CH3:22])=[C:10]([C:23]([F:26])([F:25])[F:24])[CH:9]=2)[CH:5]=[CH:4][N:3]=1.OC1CCNC1.[CH:33]([N:35]1[CH2:40][CH2:39][NH:38][CH2:37][CH2:36]1)=[O:34], predict the reaction product. The product is: [CH3:22][O:21][C:16]1[CH:17]=[CH:18][CH:19]=[CH:20][C:15]=1[S:14][C:11]1[CH:12]=[CH:13][C:8]([C:6]2[CH:5]=[CH:4][N:3]=[C:2]([N:38]3[CH2:39][CH2:40][N:35]([CH:33]=[O:34])[CH2:36][CH2:37]3)[CH:7]=2)=[CH:9][C:10]=1[C:23]([F:26])([F:25])[F:24]. (4) Given the reactants [Cl:1][C:2]1[N:3]=[CH:4][C:5]2[NH:10][CH:9]=[CH:8][C:6]=2[N:7]=1.C(=O)(O)[O-].[Na+].[I-:16].[K+].II, predict the reaction product. The product is: [Cl:1][C:2]1[N:3]=[CH:4][C:5]2[NH:10][CH:9]=[C:8]([I:16])[C:6]=2[N:7]=1. (5) Given the reactants [F:1][C:2]1[CH:33]=[CH:32][C:5]([C:6]([N:8]2[CH2:13][CH2:12][CH:11]([C:14](=[O:31])[C:15]3[CH:20]=[CH:19][C:18]([Cl:21])=[C:17]([CH2:22][O:23]CC4C=CC=CC=4)[CH:16]=3)[CH2:10][CH2:9]2)=[O:7])=[CH:4][CH:3]=1.B(Br)(Br)Br, predict the reaction product. The product is: [F:1][C:2]1[CH:3]=[CH:4][C:5]([C:6]([N:8]2[CH2:13][CH2:12][CH:11]([C:14](=[O:31])[C:15]3[CH:20]=[CH:19][C:18]([Cl:21])=[C:17]([CH2:22][OH:23])[CH:16]=3)[CH2:10][CH2:9]2)=[O:7])=[CH:32][CH:33]=1. (6) Given the reactants [O:1]=[C:2]1[CH2:6][S:5][C:4](=[S:7])[N:3]1[C:8]1[CH:9]=[C:10]([CH:14]=[CH:15][CH:16]=1)[C:11]([OH:13])=[O:12].[Cl:17][C:18]1[CH:23]=[CH:22][C:21]([C:24]([F:27])([F:26])[F:25])=[CH:20][C:19]=1[C:28]1[CH:32]=[CH:31]OC=1C=O.N1CCCCC1.Cl.[CH2:42]([OH:44])[CH3:43], predict the reaction product. The product is: [Cl:17][C:18]1[CH:23]=[CH:22][C:21]([C:24]([F:25])([F:26])[F:27])=[CH:20][C:19]=1[C:28]1[O:44][C:42]([CH:43]=[C:6]2[S:5][C:4](=[S:7])[N:3]([C:8]3[CH:9]=[C:10]([CH:14]=[CH:15][CH:16]=3)[C:11]([OH:13])=[O:12])[C:2]2=[O:1])=[CH:31][CH:32]=1. (7) Given the reactants [F:1][C:2]1[CH:3]=[C:4]([C@H:8]2[CH2:12][CH2:11][CH2:10][N:9]2[C:13]2[CH:18]=[CH:17][N:16]3[N:19]=[CH:20][C:21]([NH2:22])=[C:15]3[N:14]=2)[CH:5]=[CH:6][CH:7]=1.[C:23](O)(=[O:30])[C:24]1[CH:29]=[CH:28][CH:27]=[N:26][CH:25]=1.CN(C(ON1N=NC2C=CC=NC1=2)=[N+](C)C)C.F[P-](F)(F)(F)(F)F.CCN(C(C)C)C(C)C, predict the reaction product. The product is: [F:1][C:2]1[CH:3]=[C:4]([C@H:8]2[CH2:12][CH2:11][CH2:10][N:9]2[C:13]2[CH:18]=[CH:17][N:16]3[N:19]=[CH:20][C:21]([NH:22][C:23](=[O:30])[C:24]4[CH:29]=[CH:28][CH:27]=[N:26][CH:25]=4)=[C:15]3[N:14]=2)[CH:5]=[CH:6][CH:7]=1. (8) Given the reactants [NH2:1][C:2]1[CH:28]=[CH:27][C:5]([O:6][C:7]2[CH:12]=[CH:11][N:10]=[C:9]([NH:13][C:14]([N:16]3[CH2:21][CH2:20][N:19]([CH:22]4[CH2:25][N:24]([CH3:26])[CH2:23]4)[CH2:18][CH2:17]3)=[O:15])[CH:8]=2)=[C:4]([F:29])[CH:3]=1.[F:30][C:31]1[CH:36]=[CH:35][C:34]([CH2:37][C:38]([N:40]=[C:41]=[O:42])=[O:39])=[CH:33][CH:32]=1.C(=O)([O-])O.[Na+].C(OCC)C, predict the reaction product. The product is: [F:29][C:4]1[CH:3]=[C:2]([NH:1][C:41]([NH:40][C:38](=[O:39])[CH2:37][C:34]2[CH:35]=[CH:36][C:31]([F:30])=[CH:32][CH:33]=2)=[O:42])[CH:28]=[CH:27][C:5]=1[O:6][C:7]1[CH:12]=[CH:11][N:10]=[C:9]([NH:13][C:14]([N:16]2[CH2:17][CH2:18][N:19]([CH:22]3[CH2:23][N:24]([CH3:26])[CH2:25]3)[CH2:20][CH2:21]2)=[O:15])[CH:8]=1.